Dataset: Reaction yield outcomes from USPTO patents with 853,638 reactions. Task: Predict the reaction yield, written as a fraction of the theoretical maximum amount of product (1.0 means a 100% yield; for example, 0.34 means a 34% yield). (1) The reactants are [C:1]([O:5][C:6]([NH:8][CH2:9][CH2:10][CH2:11][O:12][C:13]1[CH:21]=[C:20]([N:22]2[CH2:27][CH2:26][O:25][CH2:24][CH2:23]2)[CH:19]=[CH:18][C:14]=1[C:15]([OH:17])=O)=[O:7])([CH3:4])([CH3:3])[CH3:2].[Cl:28][C:29]1[CH:30]=[CH:31][C:32]([NH:35][C:36](=[O:45])[C:37]2[CH:42]=[C:41]([F:43])[CH:40]=[CH:39][C:38]=2[NH2:44])=[N:33][CH:34]=1. No catalyst specified. The product is [C:1]([O:5][C:6]([NH:8][CH2:9][CH2:10][CH2:11][O:12][C:13]1[CH:21]=[C:20]([N:22]2[CH2:27][CH2:26][O:25][CH2:24][CH2:23]2)[CH:19]=[CH:18][C:14]=1[C:15]([NH:44][C:38]1[CH:39]=[CH:40][C:41]([F:43])=[CH:42][C:37]=1[C:36]([NH:35][C:32]1[CH:31]=[CH:30][C:29]([Cl:28])=[CH:34][N:33]=1)=[O:45])=[O:17])=[O:7])([CH3:4])([CH3:3])[CH3:2]. The yield is 0.700. (2) The reactants are I[C:2]1[C:10]2[C:5](=[N:6][CH:7]=[N:8][C:9]=2[NH2:11])[N:4]([CH2:12][CH2:13][CH2:14][N:15]2[CH2:20][CH2:19][N:18]([CH3:21])[CH2:17][CH2:16]2)[N:3]=1.[CH3:22][O:23][C:24]1[CH:29]=[C:28](B2OC(C)(C)C(C)(C)O2)[CH:27]=[CH:26][C:25]=1[NH:39][C:40]([C:42]1[N:43]([CH3:51])[C:44]2[C:49]([CH:50]=1)=[CH:48][CH:47]=[CH:46][CH:45]=2)=[O:41].C(=O)([O-])[O-].[Na+].[Na+]. The catalyst is COCCOC.O.C1C=CC([P]([Pd]([P](C2C=CC=CC=2)(C2C=CC=CC=2)C2C=CC=CC=2)([P](C2C=CC=CC=2)(C2C=CC=CC=2)C2C=CC=CC=2)[P](C2C=CC=CC=2)(C2C=CC=CC=2)C2C=CC=CC=2)(C2C=CC=CC=2)C2C=CC=CC=2)=CC=1. The product is [NH2:11][C:9]1[N:8]=[CH:7][N:6]=[C:5]2[N:4]([CH2:12][CH2:13][CH2:14][N:15]3[CH2:20][CH2:19][N:18]([CH3:21])[CH2:17][CH2:16]3)[N:3]=[C:2]([C:28]3[CH:27]=[CH:26][C:25]([NH:39][C:40]([C:42]4[N:43]([CH3:51])[C:44]5[C:49]([CH:50]=4)=[CH:48][CH:47]=[CH:46][CH:45]=5)=[O:41])=[C:24]([O:23][CH3:22])[CH:29]=3)[C:10]=12. The yield is 0.300. (3) The reactants are [CH2:1]([N:6]1[C:14]2[N:13]=[CH:12][NH:11][C:10]=2[C:9](=[O:15])[NH:8]/[C:7]/1=[N:16]\[NH2:17])[CH2:2][CH2:3][CH2:4][CH3:5].O=[CH:19][CH2:20][CH2:21][C:22]([OH:24])=[O:23]. The catalyst is CCO. The product is [O:15]=[C:9]1[NH:8]/[C:7](=[N:16]\[N:17]=[CH:19]\[CH2:20][CH2:21][C:22]([OH:24])=[O:23])/[N:6]([CH2:1][CH2:2][CH2:3][CH2:4][CH3:5])[C:14]2[N:13]=[CH:12][NH:11][C:10]1=2. The yield is 0.960. (4) The reactants are Cl[C:2]1[CH:3]=[CH:4][C:5]2[C:14]3[CH:13]=[C:12]4[CH2:15][CH2:16][CH2:17][C:18](=[O:19])[C:11]4=[CH:10][C:9]=3[O:8][CH2:7][C:6]=2[CH:20]=1.[CH:21]([B-](F)(F)F)=[CH2:22].[K+].COC1C=CC=C(OC)C=1C1C=CC=CC=1P(C1CCCCC1)C1CCCCC1.C([O-])([O-])=O.[K+].[K+]. The catalyst is CC([O-])=O.CC([O-])=O.[Pd+2].C(O)CC. The product is [CH:21]([C:2]1[CH:3]=[CH:4][C:5]2[C:14]3[CH:13]=[C:12]4[CH2:15][CH2:16][CH2:17][C:18](=[O:19])[C:11]4=[CH:10][C:9]=3[O:8][CH2:7][C:6]=2[CH:20]=1)=[CH2:22]. The yield is 0.870. (5) The reactants are Br[C:2]1[CH:7]=[CH:6][CH:5]=[C:4](Br)[CH:3]=1.C([Sn](CCCC)(CCCC)[C:14]1[CH:19]=[CH:18][CH:17]=[CH:16][N:15]=1)CCC.[Cl-].[Li+].[F-].[K+]. The catalyst is [Pd](Cl)Cl.C1(P(C2C=CC=CC=2)C2C=CC=CC=2)C=CC=CC=1.C1(P(C2C=CC=CC=2)C2C=CC=CC=2)C=CC=CC=1.C1(C)C=CC=CC=1. The product is [N:15]1[CH:16]=[CH:17][CH:18]=[CH:19][C:14]=1[C:2]1[CH:7]=[CH:6][CH:5]=[C:4]([C:16]2[CH:17]=[CH:18][CH:19]=[CH:14][N:15]=2)[CH:3]=1. The yield is 0.500. (6) The reactants are [CH3:1][CH:2]([CH2:4][CH:5]([NH:31][C:32]([CH2:34][NH:35][C:36]([CH:38]([NH:47][C:48]([CH:50]([NH:53][C:54]([CH:56]([NH:67][C:68]([CH:70]([NH:77][C:78]([CH:80]1[NH:85][C:83](=[O:84])[CH2:82][CH2:81]1)=[O:79])[CH2:71][C:72]1[NH:76][CH:75]=[N:74][CH:73]=1)=[O:69])[CH2:57][C:58]1[C:66]2[C:61](=[CH:62][CH:63]=[CH:64][CH:65]=2)[NH:60][CH:59]=1)=[O:55])[CH2:51][OH:52])=[O:49])[CH2:39][C:40]1[CH:45]=[CH:44][C:43]([OH:46])=[CH:42][CH:41]=1)=[O:37])=[O:33])[C:6]([NH:8][CH:9]([C:17]([N:19]1[CH:23]([C:24]([NH:26][CH2:27][C:28]([NH2:30])=[O:29])=[O:25])[CH2:22][CH2:21][CH2:20]1)=[O:18])[CH2:10][CH2:11][CH2:12][N:13]=[C:14]([NH2:16])[NH2:15])=[O:7])[CH3:3].[CH2:86]([OH:119])[CH2:87][O:88][CH2:89][CH2:90][O:91][CH2:92][CH2:93][O:94][CH2:95][CH2:96][O:97][CH2:98][CH2:99][O:100][CH2:101][CH2:102][O:103][CH2:104][CH2:105][O:106][CH2:107][CH2:108][O:109][CH2:110][CH2:111][O:112][CH2:113][CH2:114][O:115][CH2:116][CH2:117][OH:118]. The catalyst is C(#N)C.O. The product is [CH3:3][CH:2]([CH2:4][CH:5]([NH:31][C:32]([CH2:34][NH:35][C:36]([CH:38]([NH:47][C:48]([CH:50]([NH:53][C:54]([CH:56]([NH:67][C:68]([CH:70]([NH:77][C:78]([CH:80]1[NH:85][C:83](=[O:84])[CH2:82][CH2:81]1)=[O:79])[CH2:71][C:72]1[NH:76][CH:75]=[N:74][CH:73]=1)=[O:69])[CH2:57][C:58]1[C:66]2[C:61](=[CH:62][CH:63]=[CH:64][CH:65]=2)[NH:60][CH:59]=1)=[O:55])[CH2:51][OH:52])=[O:49])[CH2:39][C:40]1[CH:41]=[CH:42][C:43]([OH:46])=[CH:44][CH:45]=1)=[O:37])=[O:33])[C:6]([NH:8][CH:9]([C:17]([N:19]1[CH:23]([C:24]([NH:26][CH2:27][C:28]([NH2:30])=[O:29])=[O:25])[CH2:22][CH2:21][CH2:20]1)=[O:18])[CH2:10][CH2:11][CH2:12][N:13]=[C:14]([NH2:16])[NH2:15])=[O:7])[CH3:1].[CH2:117]([OH:118])[CH2:116][O:115][CH2:114][CH2:113][O:112][CH2:111][CH2:110][O:109][CH2:108][CH2:107][O:106][CH2:105][CH2:104][O:103][CH2:102][CH2:101][O:100][CH2:99][CH2:98][O:97][CH2:96][CH2:95][O:94][CH2:93][CH2:92][O:91][CH2:90][CH2:89][O:88][CH2:87][CH2:86][OH:119]. The yield is 0.600. (7) The reactants are [F:1][C:2]1[CH:3]=[C:4]([NH:9][C:10]2[O:14][C:13]([C:15]([NH:17][C:18]3[CH:19]=[CH:20][C:21]([N:24]4[CH2:29][CH2:28][C:27]([CH3:34])([C:30]([O:32]C)=[O:31])[CH2:26][CH2:25]4)=[N:22][CH:23]=3)=[O:16])=[N:12][N:11]=2)[CH:5]=[CH:6][C:7]=1[F:8].[OH-].[Na+]. The catalyst is CO. The product is [F:1][C:2]1[CH:3]=[C:4]([NH:9][C:10]2[O:14][C:13]([C:15]([NH:17][C:18]3[CH:19]=[CH:20][C:21]([N:24]4[CH2:25][CH2:26][C:27]([CH3:34])([C:30]([OH:32])=[O:31])[CH2:28][CH2:29]4)=[N:22][CH:23]=3)=[O:16])=[N:12][N:11]=2)[CH:5]=[CH:6][C:7]=1[F:8]. The yield is 0.840. (8) The reactants are [CH2:1]([O:4][C:5]1([CH3:47])[CH2:10][CH2:9][N:8]([C:11]2[N:16]3[N:17]=[C:18]([CH2:20][O:21][CH2:22][C:23]4[C:28]([O:29][C@H:30]([CH2:32][CH:33]=C)[CH3:31])=[CH:27][C:26]([F:35])=[CH:25][C:24]=4[F:36])[CH:19]=[C:15]3[N:14]=[C:13]([CH3:37])[C:12]=2[C@H:38]([O:42][C:43]([CH3:46])([CH3:45])[CH3:44])[C:39]([OH:41])=[O:40])[CH2:7][CH2:6]1)[CH:2]=C. The catalyst is ClCCCl.CC1C=C(C)C(N2C(=[Ru](Cl)(Cl)=CC3C=CC=CC=3OC(C)C)N(C3C(C)=CC(C)=CC=3C)CC2)=C(C)C=1.[Cu]I. The product is [C:43]([O:42][C@@H:38]([C:12]1[C:13]([CH3:37])=[N:14][C:15]2=[CH:19][C:18]3=[N:17][N:16]2[C:11]=1[N:8]1[CH2:9][CH2:10][C:5]([CH3:47])([O:4][CH2:1][CH:2]=[CH:33][CH2:32][C@H:30]([CH3:31])[O:29][C:28]2[C:23]([CH2:22][O:21][CH2:20]3)=[C:24]([F:36])[CH:25]=[C:26]([F:35])[CH:27]=2)[CH2:6][CH2:7]1)[C:39]([OH:41])=[O:40])([CH3:45])([CH3:44])[CH3:46]. The yield is 0.0567.